Dataset: Forward reaction prediction with 1.9M reactions from USPTO patents (1976-2016). Task: Predict the product of the given reaction. The product is: [CH3:1][O:2][C:3]([C:5]1[CH:10]=[N:9][C:8]([CH:11]=[O:16])=[CH:7][N:6]=1)=[O:4]. Given the reactants [CH3:1][O:2][C:3]([C:5]1[CH:10]=[N:9][C:8]([CH:11](Br)Br)=[CH:7][N:6]=1)=[O:4].C([OH:16])C, predict the reaction product.